Dataset: Peptide-MHC class II binding affinity with 134,281 pairs from IEDB. Task: Regression. Given a peptide amino acid sequence and an MHC pseudo amino acid sequence, predict their binding affinity value. This is MHC class II binding data. (1) The peptide sequence is ITDTTIGTGDDCISI. The MHC is DRB3_0202 with pseudo-sequence DRB3_0202. The binding affinity (normalized) is 0.0904. (2) The peptide sequence is RRCKNIPQPVRALLE. The MHC is DRB1_0401 with pseudo-sequence DRB1_0401. The binding affinity (normalized) is 0.512.